Predict the reaction yield, written as a fraction of the theoretical maximum amount of product (1.0 means a 100% yield; for example, 0.34 means a 34% yield). From a dataset of Reaction yield outcomes from USPTO patents with 853,638 reactions. (1) The reactants are C([O:4][CH2:5][C:6]1[C:7]([N:37]2[CH2:49][CH2:48][N:40]3[C:41]4[CH2:42][CH2:43][CH2:44][CH2:45][C:46]=4[CH:47]=[C:39]3[C:38]2=[O:50])=[N:8][CH:9]=[CH:10][C:11]=1[C:12]1[CH:17]=[C:16]([NH:18][C:19]2[CH:24]=[CH:23][C:22]([C:25]3[CH2:26][CH2:27][N:28]([CH:31]4[CH2:34][O:33][CH2:32]4)[CH2:29][CH:30]=3)=[CH:21][N:20]=2)[C:15](=[O:35])[N:14]([CH3:36])[CH:13]=1)(=O)C.[OH-].[Li+].O. The catalyst is C1COCC1.C(O)(C)C. The product is [OH:4][CH2:5][C:6]1[C:7]([N:37]2[CH2:49][CH2:48][N:40]3[C:41]4[CH2:42][CH2:43][CH2:44][CH2:45][C:46]=4[CH:47]=[C:39]3[C:38]2=[O:50])=[N:8][CH:9]=[CH:10][C:11]=1[C:12]1[CH:17]=[C:16]([NH:18][C:19]2[CH:24]=[CH:23][C:22]([C:25]3[CH2:26][CH2:27][N:28]([CH:31]4[CH2:32][O:33][CH2:34]4)[CH2:29][CH:30]=3)=[CH:21][N:20]=2)[C:15](=[O:35])[N:14]([CH3:36])[CH:13]=1. The yield is 0.200. (2) The reactants are [CH3:1][C:2]1[N:6]([CH2:7][C:8]([O:10][CH2:11][CH3:12])=[O:9])[C:5]([C:13]2[CH:18]=[CH:17][CH:16]=[CH:15][CH:14]=2)=[C:4]([C:19]2[CH:24]=[CH:23][CH:22]=[CH:21][CH:20]=2)[CH:3]=1.FC(F)(F)S(O[Si](C)(C)C)(=O)=O.C([SiH](CC)CC)C.[C:44]1([S:50]([C:53]2[CH:60]=[CH:59][CH:58]=[CH:57][C:54]=2[CH:55]=O)(=[O:52])=[O:51])[CH:49]=[CH:48][CH:47]=[CH:46][CH:45]=1. The catalyst is C(Cl)Cl. The product is [CH3:1][C:2]1[N:6]([CH2:7][C:8]([O:10][CH2:11][CH3:12])=[O:9])[C:5]([C:13]2[CH:14]=[CH:15][CH:16]=[CH:17][CH:18]=2)=[C:4]([C:19]2[CH:20]=[CH:21][CH:22]=[CH:23][CH:24]=2)[C:3]=1[CH2:55][C:54]1[CH:57]=[CH:58][CH:59]=[CH:60][C:53]=1[S:50]([C:44]1[CH:49]=[CH:48][CH:47]=[CH:46][CH:45]=1)(=[O:52])=[O:51]. The yield is 0.569.